Regression. Given two drug SMILES strings and cell line genomic features, predict the synergy score measuring deviation from expected non-interaction effect. From a dataset of NCI-60 drug combinations with 297,098 pairs across 59 cell lines. (1) Drug 1: C1=CC=C(C=C1)NC(=O)CCCCCCC(=O)NO. Drug 2: CCN(CC)CCNC(=O)C1=C(NC(=C1C)C=C2C3=C(C=CC(=C3)F)NC2=O)C. Cell line: COLO 205. Synergy scores: CSS=6.53, Synergy_ZIP=-0.0627, Synergy_Bliss=3.63, Synergy_Loewe=1.55, Synergy_HSA=1.73. (2) Drug 1: C1=CC=C(C(=C1)C(C2=CC=C(C=C2)Cl)C(Cl)Cl)Cl. Drug 2: COCCOC1=C(C=C2C(=C1)C(=NC=N2)NC3=CC=CC(=C3)C#C)OCCOC.Cl. Cell line: HL-60(TB). Synergy scores: CSS=-4.38, Synergy_ZIP=1.08, Synergy_Bliss=-3.19, Synergy_Loewe=-7.26, Synergy_HSA=-9.12. (3) Drug 1: CC1=CC2C(CCC3(C2CCC3(C(=O)C)OC(=O)C)C)C4(C1=CC(=O)CC4)C. Drug 2: C1=NC2=C(N1)C(=S)N=C(N2)N. Cell line: MDA-MB-435. Synergy scores: CSS=13.2, Synergy_ZIP=-2.91, Synergy_Bliss=3.54, Synergy_Loewe=-15.4, Synergy_HSA=0.906. (4) Drug 1: CCC(=C(C1=CC=CC=C1)C2=CC=C(C=C2)OCCN(C)C)C3=CC=CC=C3.C(C(=O)O)C(CC(=O)O)(C(=O)O)O. Drug 2: CC1=C2C(C(=O)C3(C(CC4C(C3C(C(C2(C)C)(CC1OC(=O)C(C(C5=CC=CC=C5)NC(=O)OC(C)(C)C)O)O)OC(=O)C6=CC=CC=C6)(CO4)OC(=O)C)O)C)O. Cell line: CCRF-CEM. Synergy scores: CSS=42.1, Synergy_ZIP=27.0, Synergy_Bliss=25.6, Synergy_Loewe=23.7, Synergy_HSA=22.5. (5) Drug 1: CN1CCC(CC1)COC2=C(C=C3C(=C2)N=CN=C3NC4=C(C=C(C=C4)Br)F)OC. Drug 2: C1=CC(=CC=C1CCC2=CNC3=C2C(=O)NC(=N3)N)C(=O)NC(CCC(=O)O)C(=O)O. Cell line: HT29. Synergy scores: CSS=36.0, Synergy_ZIP=-0.653, Synergy_Bliss=-0.957, Synergy_Loewe=-10.2, Synergy_HSA=-0.557. (6) Cell line: NCI/ADR-RES. Drug 1: CCC1(CC2CC(C3=C(CCN(C2)C1)C4=CC=CC=C4N3)(C5=C(C=C6C(=C5)C78CCN9C7C(C=CC9)(C(C(C8N6C)(C(=O)OC)O)OC(=O)C)CC)OC)C(=O)OC)O.OS(=O)(=O)O. Drug 2: C1CN(P(=O)(OC1)NCCCl)CCCl. Synergy scores: CSS=-4.07, Synergy_ZIP=3.65, Synergy_Bliss=4.19, Synergy_Loewe=1.10, Synergy_HSA=-2.06. (7) Drug 1: CCCS(=O)(=O)NC1=C(C(=C(C=C1)F)C(=O)C2=CNC3=C2C=C(C=N3)C4=CC=C(C=C4)Cl)F. Synergy scores: CSS=7.53, Synergy_ZIP=-1.87, Synergy_Bliss=-1.000, Synergy_Loewe=-7.31, Synergy_HSA=-4.09. Drug 2: C1CN1P(=S)(N2CC2)N3CC3. Cell line: KM12. (8) Drug 1: CC1C(C(CC(O1)OC2CC(CC3=C2C(=C4C(=C3O)C(=O)C5=C(C4=O)C(=CC=C5)OC)O)(C(=O)C)O)N)O.Cl. Drug 2: C1=C(C(=O)NC(=O)N1)N(CCCl)CCCl. Cell line: M14. Synergy scores: CSS=26.7, Synergy_ZIP=-7.37, Synergy_Bliss=0.651, Synergy_Loewe=-8.54, Synergy_HSA=0.379. (9) Drug 1: C1CN1P(=S)(N2CC2)N3CC3. Drug 2: CC1CCC2CC(C(=CC=CC=CC(CC(C(=O)C(C(C(=CC(C(=O)CC(OC(=O)C3CCCCN3C(=O)C(=O)C1(O2)O)C(C)CC4CCC(C(C4)OC)OCCO)C)C)O)OC)C)C)C)OC. Cell line: SF-295. Synergy scores: CSS=26.3, Synergy_ZIP=-1.65, Synergy_Bliss=-8.86, Synergy_Loewe=-7.21, Synergy_HSA=-5.06.